This data is from Forward reaction prediction with 1.9M reactions from USPTO patents (1976-2016). The task is: Predict the product of the given reaction. (1) Given the reactants [H-].[Na+].[CH2:3]([N:5]1[CH2:10][CH2:9][NH:8][C:7](=[O:11])[CH2:6]1)[CH3:4].[F:12][C:13]1[CH:14]=[C:15]([CH:18]=[CH:19][CH:20]=1)[CH2:16]Br, predict the reaction product. The product is: [CH2:3]([N:5]1[CH2:10][CH2:9][N:8]([CH2:16][C:15]2[CH:18]=[CH:19][CH:20]=[C:13]([F:12])[CH:14]=2)[C:7](=[O:11])[CH2:6]1)[CH3:4]. (2) Given the reactants [CH2:1]([O:8][C:9]([NH:11][C@@H:12]([CH:28]([CH3:30])[CH3:29])[CH:13]([O:20][Si:21]([C:24]([CH3:27])([CH3:26])[CH3:25])([CH3:23])[CH3:22])[CH2:14][C:15](OCC)=[O:16])=[O:10])[C:2]1[CH:7]=[CH:6][CH:5]=[CH:4][CH:3]=1.[Cl-].[Ca+2].[Cl-].[BH4-].[Na+].C(O)C, predict the reaction product. The product is: [Si:21]([O:20][CH:13]([CH2:14][CH2:15][OH:16])[C@@H:12]([NH:11][C:9](=[O:10])[O:8][CH2:1][C:2]1[CH:3]=[CH:4][CH:5]=[CH:6][CH:7]=1)[CH:28]([CH3:30])[CH3:29])([C:24]([CH3:27])([CH3:26])[CH3:25])([CH3:23])[CH3:22]. (3) Given the reactants Cl.CO[C:4](=[O:17])[C@H:5]([CH2:7][C:8]1[C:16]2[C:11](=[CH:12][CH:13]=[CH:14][CH:15]=2)[NH:10][CH:9]=1)[NH2:6].C(N(C(C)C)CC)(C)C.C[Si]([N:31]=[C:32]=[S:33])(C)C, predict the reaction product. The product is: [NH:10]1[C:11]2[C:16](=[CH:15][CH:14]=[CH:13][CH:12]=2)[C:8]([CH2:7][CH:5]2[NH:6][C:32](=[S:33])[NH:31][C:4]2=[O:17])=[CH:9]1.